Dataset: Peptide-MHC class II binding affinity with 134,281 pairs from IEDB. Task: Regression. Given a peptide amino acid sequence and an MHC pseudo amino acid sequence, predict their binding affinity value. This is MHC class II binding data. (1) The peptide sequence is TFHVEKGSNPNYLAL. The MHC is HLA-DQA10201-DQB10202 with pseudo-sequence HLA-DQA10201-DQB10202. The binding affinity (normalized) is 0. (2) The peptide sequence is QVPSASMGRDIKVQF. The MHC is HLA-DQA10102-DQB10602 with pseudo-sequence HLA-DQA10102-DQB10602. The binding affinity (normalized) is 0.252. (3) The peptide sequence is ASMVNGVIKILTYPW. The MHC is DRB1_0301 with pseudo-sequence DRB1_0301. The binding affinity (normalized) is 0.686. (4) The peptide sequence is TKGEGGVWTFDSEEP. The MHC is HLA-DQA10501-DQB10201 with pseudo-sequence YNYHQRXFATVLHSLYFGLSSFAIRKARVHLETT. The binding affinity (normalized) is 0.228. (5) The peptide sequence is NKSSGPNELGRFKHTDAC. The MHC is DRB1_1501 with pseudo-sequence DRB1_1501. The binding affinity (normalized) is 0. (6) The peptide sequence is QEALNIALVAVSLIA. The MHC is DRB1_0405 with pseudo-sequence DRB1_0405. The binding affinity (normalized) is 0.687.